This data is from Cav3 T-type calcium channel HTS with 100,875 compounds. The task is: Binary Classification. Given a drug SMILES string, predict its activity (active/inactive) in a high-throughput screening assay against a specified biological target. (1) The compound is O=S1Cc2c(nn(c2NC(=O)c2c(OC)c(OC)ccc2)c2c(c(ccc2)C)C)C1. The result is 0 (inactive). (2) The molecule is S(=O)(=O)(N1CCN(CC1)C(=O)CSc1n(c2c(n1)cccc2)CCC#N)c1ccccc1. The result is 0 (inactive). (3) The molecule is S(CC(=O)c1[nH]c(c(c1C)C(OCC)=O)C)c1n(nnn1)c1ccc(cc1)C. The result is 0 (inactive). (4) The compound is O=C/1CC(CC(=O)C1=C\NC1C(CCCC1)C)(C)C. The result is 0 (inactive). (5) The compound is S1(=O)(=O)N(C(=O)c2c1cccc2)CC(=O)NCc1ncccc1. The result is 0 (inactive). (6) The result is 0 (inactive). The molecule is S(c1n(CC)c(nn1)c1nccnc1)CC(=O)Nc1c(OCC)cccc1. (7) The compound is s1c2c(CCCC2)c=2c1=NC(=O)CNC2c1sccc1. The result is 0 (inactive).